Task: Predict which catalyst facilitates the given reaction.. Dataset: Catalyst prediction with 721,799 reactions and 888 catalyst types from USPTO (1) Reactant: [CH2:1]([O:3][C:4](=[O:26])[CH:5]([NH:17][C:18]1[CH:23]=[CH:22][C:21]([C:24]#[N:25])=[CH:20][CH:19]=1)[C:6]1[CH:11]=[C:10]([O:12][CH2:13][CH3:14])[CH:9]=[C:8]([OH:15])[C:7]=1[F:16])[CH3:2].O[C@H:28]1[CH2:32][CH2:31][O:30][CH2:29]1.C1(P(C2C=CC=CC=2)C2C=CC=CC=2)C=CC=CC=1.N(C(OCC)=O)=NC(OCC)=O. The catalyst class is: 1. Product: [CH2:1]([O:3][C:4](=[O:26])[CH:5]([NH:17][C:18]1[CH:19]=[CH:20][C:21]([C:24]#[N:25])=[CH:22][CH:23]=1)[C:6]1[CH:11]=[C:10]([O:12][CH2:13][CH3:14])[CH:9]=[C:8]([O:15][C@@H:28]2[CH2:32][CH2:31][O:30][CH2:29]2)[C:7]=1[F:16])[CH3:2]. (2) Reactant: [C:1]([Cl:9])(=[O:8])[C:2]1[CH:7]=[CH:6][CH:5]=[CH:4][CH:3]=1.N1C=CC=CC=1.[NH2:16][C:17]1[C:18]([Cl:39])=[CH:19][C:20]([F:38])=[C:21]([CH:37]=1)[NH:22][C:23]1[C:32]2[C:27](=[CH:28][C:29]([O:35][CH3:36])=[C:30]([O:33][CH3:34])[CH:31]=2)[N:26]=[CH:25][N:24]=1.CCCC(C)C. Product: [ClH:9].[F:38][C:20]1[CH:19]=[C:18]([Cl:39])[C:17]([NH:16][C:1](=[O:8])[C:2]2[CH:7]=[CH:6][CH:5]=[CH:4][CH:3]=2)=[CH:37][C:21]=1[NH:22][C:23]1[C:32]2[C:27](=[CH:28][C:29]([O:35][CH3:36])=[C:30]([O:33][CH3:34])[CH:31]=2)[N:26]=[CH:25][N:24]=1. The catalyst class is: 2. (3) Reactant: [OH:1][CH2:2][CH2:3][CH2:4][N:5]1[CH:9]=[C:8]([C:10]2[CH:11]=[CH:12][C:13]([NH:21][C:22]3[C:27]([C:28]([F:31])([F:30])[F:29])=[CH:26][N:25]=[C:24]([NH:32][C:33]4[CH:47]=[CH:46][C:36]([CH2:37][P:38](=[O:45])([O:42]CC)[O:39][CH2:40][CH3:41])=[CH:35][C:34]=4[O:48][CH3:49])[N:23]=3)=[C:14]3[C:18]=2[CH2:17][N:16]([CH3:19])[C:15]3=[O:20])[CH:7]=[N:6]1.[I-].[Na+:51]. Product: [OH:1][CH2:2][CH2:3][CH2:4][N:5]1[CH:9]=[C:8]([C:10]2[CH:11]=[CH:12][C:13]([NH:21][C:22]3[C:27]([C:28]([F:31])([F:30])[F:29])=[CH:26][N:25]=[C:24]([NH:32][C:33]4[CH:47]=[CH:46][C:36]([CH2:37][P:38](=[O:42])([O-:45])[O:39][CH2:40][CH3:41])=[CH:35][C:34]=4[O:48][CH3:49])[N:23]=3)=[C:14]3[C:18]=2[CH2:17][N:16]([CH3:19])[C:15]3=[O:20])[CH:7]=[N:6]1.[Na+:51]. The catalyst class is: 131. (4) Reactant: [CH2:1]([C:3]1[CH:8]=[C:7]([C:9]2[O:10][CH:11]=[CH:12][N:13]=2)[C:6]([O:14][CH3:15])=[CH:5][C:4]=1[NH:16]C(=O)C)[CH3:2].[OH-].[K+]. Product: [CH2:1]([C:3]1[CH:8]=[C:7]([C:9]2[O:10][CH:11]=[CH:12][N:13]=2)[C:6]([O:14][CH3:15])=[CH:5][C:4]=1[NH2:16])[CH3:2]. The catalyst class is: 40. (5) Reactant: N1C=CC=CC=1.FC(F)(F)S([O:12][S:13]([C:16]([F:19])([F:18])[F:17])(=[O:15])=[O:14])(=O)=O.O[C:23]1[CH:28]=[CH:27][C:26]([C:29]2[CH:30]=[C:31]([C:34]([NH:36][CH2:37][CH2:38][N:39]3[CH2:44][CH2:43][O:42][CH2:41][CH2:40]3)=[O:35])[S:32][CH:33]=2)=[CH:25][CH:24]=1. Product: [F:19][C:16]([F:17])([F:18])[S:13]([O:12][C:23]1[CH:24]=[CH:25][C:26]([C:29]2[CH:30]=[C:31]([C:34]([NH:36][CH2:37][CH2:38][N:39]3[CH2:40][CH2:41][O:42][CH2:43][CH2:44]3)=[O:35])[S:32][CH:33]=2)=[CH:27][CH:28]=1)(=[O:14])=[O:15]. The catalyst class is: 4. (6) Reactant: [CH3:1][O:2][C:3](=[O:18])[CH2:4][O:5][C:6]1[CH:11]=[CH:10][C:9]([CH2:12][CH:13]=[CH2:14])=[CH:8][C:7]=1[N+:15]([O-:17])=[O:16].B.[O:20]1CCCC1.O.B1([O-])OO1.O.O.O.O.[Na+]. Product: [CH3:1][O:2][C:3](=[O:18])[CH2:4][O:5][C:6]1[CH:11]=[CH:10][C:9]([CH2:12][CH2:13][CH2:14][OH:20])=[CH:8][C:7]=1[N+:15]([O-:17])=[O:16]. The catalyst class is: 1. (7) Reactant: [NH2:1][C@@H:2]([C:4]1[CH:9]=[CH:8][C:7]([NH:10][S:11]([CH3:14])(=[O:13])=[O:12])=[C:6]([C:15]#[C:16][Si:17]([CH3:20])([CH3:19])[CH3:18])[CH:5]=1)[CH3:3].C(N(CC)CC)C.[C:28]([C:32]1[CH:37]=[CH:36][C:35]([N:38]=[C:39]=[O:40])=[CH:34][CH:33]=1)([CH3:31])([CH3:30])[CH3:29]. Product: [C:28]([C:32]1[CH:37]=[CH:36][C:35]([NH:38][C:39](=[O:40])[NH:1][C@@H:2]([C:4]2[CH:9]=[CH:8][C:7]([NH:10][S:11]([CH3:14])(=[O:13])=[O:12])=[C:6]([C:15]#[C:16][Si:17]([CH3:18])([CH3:20])[CH3:19])[CH:5]=2)[CH3:3])=[CH:34][CH:33]=1)([CH3:31])([CH3:29])[CH3:30]. The catalyst class is: 2.